From a dataset of Full USPTO retrosynthesis dataset with 1.9M reactions from patents (1976-2016). Predict the reactants needed to synthesize the given product. Given the product [N:17]1[CH:18]=[CH:19][CH:20]=[CH:21][C:16]=1[C:12]1[C:11]([NH:10][C:7]2[CH:6]=[CH:5][C:4]([NH2:1])=[CH:9][N:8]=2)=[CH:15][NH:14][N:13]=1, predict the reactants needed to synthesize it. The reactants are: [N+:1]([C:4]1[CH:5]=[CH:6][C:7]([NH:10][C:11]2[C:12]([C:16]3[CH:21]=[CH:20][CH:19]=[CH:18][N:17]=3)=[N:13][NH:14][CH:15]=2)=[N:8][CH:9]=1)([O-])=O.